From a dataset of Full USPTO retrosynthesis dataset with 1.9M reactions from patents (1976-2016). Predict the reactants needed to synthesize the given product. (1) Given the product [CH:23]([N:20]1[C:19](=[O:26])[CH2:18][C:17]2([CH2:27][CH2:28][CH2:29][N:15]([CH:12]3[CH2:13][CH2:14][N:9]([C:7]([C:6]4[C:5]5[CH:30]=[CH:31][CH:32]=[CH:33][C:4]=5[S:3][C:2]=4[NH:1][C:36]([NH2:38])=[O:37])=[O:8])[CH2:10][CH2:11]3)[CH2:16]2)[C:21]1=[O:22])([CH3:25])[CH3:24], predict the reactants needed to synthesize it. The reactants are: [NH2:1][C:2]1[S:3][C:4]2[CH:33]=[CH:32][CH:31]=[CH:30][C:5]=2[C:6]=1[C:7]([N:9]1[CH2:14][CH2:13][CH:12]([N:15]2[CH2:29][CH2:28][CH2:27][C:17]3([C:21](=[O:22])[N:20]([CH:23]([CH3:25])[CH3:24])[C:19](=[O:26])[CH2:18]3)[CH2:16]2)[CH2:11][CH2:10]1)=[O:8].ClC(Cl)(Cl)[C:36]([N:38]=C=O)=[O:37].C(OC(C)C)(C)C. (2) Given the product [CH2:11]([NH:18][C:19]1[C:20]([C:27]([O:29][CH2:30][CH3:31])=[O:28])=[CH:1][N:2]([CH3:3])[C:4](=[O:5])[C:24]=1[CH:23]=[O:25])[C:12]1[CH:17]=[CH:16][CH:15]=[CH:14][CH:13]=1, predict the reactants needed to synthesize it. The reactants are: [CH3:1][N:2]([CH:4]=[O:5])[CH3:3].P(Cl)(Cl)(Cl)=O.[CH2:11]([NH:18][C:19]1[C:20]([C:27]([O:29][CH2:30][CH3:31])=[O:28])=CN(C)[C:23](=[O:25])[CH:24]=1)[C:12]1[CH:17]=[CH:16][CH:15]=[CH:14][CH:13]=1. (3) Given the product [CH3:6][NH:7][CH:8]1[C:17]2[C:12](=[CH:13][C:14]([CH2:18][N:19]3[CH2:24][CH2:23][CH2:22][CH2:21][CH2:20]3)=[CH:15][CH:16]=2)[O:11][CH2:10][CH2:9]1, predict the reactants needed to synthesize it. The reactants are: C(O[C:6](=O)[N:7](C)[CH:8]1[C:17]2[C:12](=[CH:13][C:14]([CH2:18][N:19]3[CH2:24][CH2:23][CH2:22][CH2:21][CH2:20]3)=[CH:15][CH:16]=2)[O:11][CH2:10][CH2:9]1)(C)(C)C. (4) Given the product [OH:31][C@@:24]1([C:22]#[C:23][C:2]2[CH:3]=[C:4]([N:10]3[C:14]4=[N:15][CH:16]=[CH:17][CH:18]=[C:13]4[C:12]([C:19]([NH2:21])=[O:20])=[N:11]3)[CH:5]=[C:6]([O:8][CH3:9])[CH:7]=2)[CH2:28][CH2:27][N:26]([CH3:29])[C:25]1=[O:30], predict the reactants needed to synthesize it. The reactants are: Br[C:2]1[CH:3]=[C:4]([N:10]2[C:14]3=[N:15][CH:16]=[CH:17][CH:18]=[C:13]3[C:12]([C:19]([NH2:21])=[O:20])=[N:11]2)[CH:5]=[C:6]([O:8][CH3:9])[CH:7]=1.[C:22]([C@:24]1([OH:31])[CH2:28][CH2:27][N:26]([CH3:29])[C:25]1=[O:30])#[CH:23].